This data is from Forward reaction prediction with 1.9M reactions from USPTO patents (1976-2016). The task is: Predict the product of the given reaction. (1) Given the reactants [Cl:1][C:2]1[CH:3]=[C:4]([CH:16]=[CH:17][CH:18]=1)[C:5]([NH:7][C:8]1[C:9](Cl)=[N:10][CH:11]=[C:12]([Cl:14])[CH:13]=1)=[O:6].[NH:19]1[CH2:24][CH2:23][NH:22][CH2:21][CH2:20]1, predict the reaction product. The product is: [Cl:1][C:2]1[CH:3]=[C:4]([CH:16]=[CH:17][CH:18]=1)[C:5]([NH:7][C:8]1[C:9]([N:19]2[CH2:24][CH2:23][NH:22][CH2:21][CH2:20]2)=[N:10][CH:11]=[C:12]([Cl:14])[CH:13]=1)=[O:6]. (2) Given the reactants [OH:1][C:2]1[CH:3]=[C:4]2[C:9](=[CH:10][CH:11]=1)[CH:8]=[C:7]([S:12]([O-:15])(=[O:14])=[O:13])[CH:6]=[CH:5]2.[Na+:16].[OH-].[Na+].S(OC)(O[CH3:23])(=O)=O.[Na+].[Cl-], predict the reaction product. The product is: [CH3:23][O:1][C:2]1[CH:3]=[C:4]2[C:9](=[CH:10][CH:11]=1)[CH:8]=[C:7]([S:12]([O-:15])(=[O:13])=[O:14])[CH:6]=[CH:5]2.[Na+:16]. (3) Given the reactants [Br:1]N1C(=O)CCC1=O.C(OOC(=O)C1C=CC=CC=1)(=O)C1C=CC=CC=1.[CH3:27][N:28]1[CH:33]=[CH:32][CH:31]=[C:30]([CH3:34])[C:29]1=[O:35], predict the reaction product. The product is: [Br:1][CH2:34][C:30]1[C:29](=[O:35])[N:28]([CH3:27])[CH:33]=[CH:32][CH:31]=1. (4) Given the reactants [C:1]([Mg]Cl)([CH3:4])([CH3:3])[CH3:2].C([Cu])#N.[Br:10][C:11]1[CH:12]=[CH:13][C:14](I)=[N:15][CH:16]=1.[OH-].[NH4+], predict the reaction product. The product is: [Br:10][C:11]1[CH:12]=[CH:13][C:14]([C:1]([CH3:4])([CH3:3])[CH3:2])=[N:15][CH:16]=1.